This data is from Catalyst prediction with 721,799 reactions and 888 catalyst types from USPTO. The task is: Predict which catalyst facilitates the given reaction. (1) Reactant: Cl[C:2]1[C:11]([CH3:12])=[C:10]([Cl:13])[C:9]2[C:4](=[CH:5][C:6]([F:15])=[C:7]([Cl:14])[CH:8]=2)[N:3]=1.Cl[C:17]1[C:26](C)=[C:25](Cl)[C:24]2[C:19](=CC=C(Cl)C=2F)[N:18]=1.C([Sn](CCCC)(CCCC)C1C=CC=CN=1)CCC. Product: [Cl:13][C:10]1[C:9]2[C:4](=[CH:5][C:6]([F:15])=[C:7]([Cl:14])[CH:8]=2)[N:3]=[C:2]([C:17]2[CH:26]=[CH:25][CH:24]=[CH:19][N:18]=2)[C:11]=1[CH3:12]. The catalyst class is: 11. (2) Reactant: [OH:1][C:2]1[CH:3]=[C:4]2[C:8](=[C:9]([CH3:11])[CH:10]=1)[NH:7][CH:6]=[CH:5]2.[CH2:12](Br)[C:13]1[CH:18]=[CH:17][CH:16]=[CH:15][CH:14]=1.C(=O)([O-])[O-].[K+].[K+].CN(C=O)C. Product: [CH2:12]([O:1][C:2]1[CH:3]=[C:4]2[C:8](=[C:9]([CH3:11])[CH:10]=1)[NH:7][CH:6]=[CH:5]2)[C:13]1[CH:18]=[CH:17][CH:16]=[CH:15][CH:14]=1. The catalyst class is: 13. (3) Reactant: [CH:1]([N:4]1[CH2:9][CH2:8][N:7]([C:10]2[CH:17]=[CH:16][C:15]([N+:18]([O-])=O)=[CH:14][C:11]=2[C:12]#[N:13])[CH2:6][CH2:5]1)([CH3:3])[CH3:2].CCO.CC1C=C2N=C3C(=NC(NC3=O)=O)N(C[C@H](O)[C@H](O)[C@H](O)CO)C2=CC=1C. Product: [NH2:18][C:15]1[CH:16]=[CH:17][C:10]([N:7]2[CH2:8][CH2:9][N:4]([CH:1]([CH3:3])[CH3:2])[CH2:5][CH2:6]2)=[C:11]([CH:14]=1)[C:12]#[N:13]. The catalyst class is: 522. (4) Reactant: [CH3:1][O:2][C:3]1[CH:22]=[C:21]([C:23]([F:26])([F:25])[F:24])[CH:20]=[CH:19][C:4]=1[C:5]([NH:7][CH2:8][CH2:9][N:10]1[CH:14]=[C:13]([C:15]([O:17]C)=[O:16])[N:12]=[CH:11]1)=[O:6].[OH-].[Na+]. Product: [CH3:1][O:2][C:3]1[CH:22]=[C:21]([C:23]([F:26])([F:24])[F:25])[CH:20]=[CH:19][C:4]=1[C:5]([NH:7][CH2:8][CH2:9][N:10]1[CH:14]=[C:13]([C:15]([OH:17])=[O:16])[N:12]=[CH:11]1)=[O:6]. The catalyst class is: 5. (5) Reactant: [CH:1]1([C:4]2[CH2:8][C:7](=[O:9])[NH:6][N:5]=2)[CH2:3][CH2:2]1.[CH:10]1[C:19]2[C:14](=[CH:15][CH:16]=[CH:17][CH:18]=2)[CH:13]=[CH:12][N+:11]=1[O-]. Product: [CH:1]1([C:4]2=[N:5][NH:6][C:7](=[O:9])/[C:8]/2=[C:10]2\[NH:11][CH:12]=[CH:13][C:14]3[C:19]\2=[CH:18][CH:17]=[CH:16][CH:15]=3)[CH2:3][CH2:2]1. The catalyst class is: 152.